The task is: Regression. Given two drug SMILES strings and cell line genomic features, predict the synergy score measuring deviation from expected non-interaction effect.. This data is from NCI-60 drug combinations with 297,098 pairs across 59 cell lines. (1) Drug 1: CNC(=O)C1=NC=CC(=C1)OC2=CC=C(C=C2)NC(=O)NC3=CC(=C(C=C3)Cl)C(F)(F)F. Drug 2: CS(=O)(=O)OCCCCOS(=O)(=O)C. Cell line: HOP-62. Synergy scores: CSS=8.75, Synergy_ZIP=-8.93, Synergy_Bliss=-8.16, Synergy_Loewe=-4.45, Synergy_HSA=-3.35. (2) Drug 1: C1CNP(=O)(OC1)N(CCCl)CCCl. Drug 2: COCCOC1=C(C=C2C(=C1)C(=NC=N2)NC3=CC=CC(=C3)C#C)OCCOC.Cl. Cell line: SF-268. Synergy scores: CSS=-0.419, Synergy_ZIP=0.429, Synergy_Bliss=0.660, Synergy_Loewe=-0.227, Synergy_HSA=-0.625. (3) Drug 1: CNC(=O)C1=CC=CC=C1SC2=CC3=C(C=C2)C(=NN3)C=CC4=CC=CC=N4. Drug 2: CC12CCC3C(C1CCC2OP(=O)(O)O)CCC4=C3C=CC(=C4)OC(=O)N(CCCl)CCCl.[Na+]. Cell line: OVCAR-8. Synergy scores: CSS=-2.89, Synergy_ZIP=0.408, Synergy_Bliss=-3.24, Synergy_Loewe=-4.48, Synergy_HSA=-4.50. (4) Drug 1: CC1=C2C(C(=O)C3(C(CC4C(C3C(C(C2(C)C)(CC1OC(=O)C(C(C5=CC=CC=C5)NC(=O)C6=CC=CC=C6)O)O)OC(=O)C7=CC=CC=C7)(CO4)OC(=O)C)O)C)OC(=O)C. Drug 2: C1CCC(C(C1)N)N.C(=O)(C(=O)[O-])[O-].[Pt+4]. Cell line: HT29. Synergy scores: CSS=74.0, Synergy_ZIP=4.66, Synergy_Bliss=2.66, Synergy_Loewe=-2.41, Synergy_HSA=5.74. (5) Drug 1: CN(CC1=CN=C2C(=N1)C(=NC(=N2)N)N)C3=CC=C(C=C3)C(=O)NC(CCC(=O)O)C(=O)O. Drug 2: CCC(=C(C1=CC=CC=C1)C2=CC=C(C=C2)OCCN(C)C)C3=CC=CC=C3.C(C(=O)O)C(CC(=O)O)(C(=O)O)O. Cell line: OVCAR-5. Synergy scores: CSS=52.8, Synergy_ZIP=-5.65, Synergy_Bliss=-9.25, Synergy_Loewe=-57.6, Synergy_HSA=-7.70. (6) Drug 1: C(=O)(N)NO. Drug 2: CC1=C(C(=O)C2=C(C1=O)N3CC4C(C3(C2COC(=O)N)OC)N4)N. Cell line: MCF7. Synergy scores: CSS=20.2, Synergy_ZIP=-2.73, Synergy_Bliss=0.556, Synergy_Loewe=-7.82, Synergy_HSA=1.72. (7) Drug 1: CC1CCC2CC(C(=CC=CC=CC(CC(C(=O)C(C(C(=CC(C(=O)CC(OC(=O)C3CCCCN3C(=O)C(=O)C1(O2)O)C(C)CC4CCC(C(C4)OC)O)C)C)O)OC)C)C)C)OC. Drug 2: CC1=C2C(C(=O)C3(C(CC4C(C3C(C(C2(C)C)(CC1OC(=O)C(C(C5=CC=CC=C5)NC(=O)OC(C)(C)C)O)O)OC(=O)C6=CC=CC=C6)(CO4)OC(=O)C)O)C)O. Cell line: DU-145. Synergy scores: CSS=35.7, Synergy_ZIP=1.90, Synergy_Bliss=2.95, Synergy_Loewe=-6.71, Synergy_HSA=4.50.